Dataset: Reaction yield outcomes from USPTO patents with 853,638 reactions. Task: Predict the reaction yield, written as a fraction of the theoretical maximum amount of product (1.0 means a 100% yield; for example, 0.34 means a 34% yield). (1) The reactants are Cl.[NH:2]1[CH2:7][CH2:6][CH2:5][CH:4]([C:8]2[CH:23]=[CH:22][C:11]([O:12][C:13]3[CH:21]=[CH:20][C:16]([C:17]([NH2:19])=[O:18])=[CH:15][N:14]=3)=[CH:10][CH:9]=2)[CH2:3]1.[CH:24](=O)[CH2:25][CH2:26][CH2:27][CH2:28][CH3:29].[BH4-].[Na+]. No catalyst specified. The product is [CH2:24]([N:2]1[CH2:7][CH2:6][CH2:5][CH:4]([C:8]2[CH:9]=[CH:10][C:11]([O:12][C:13]3[CH:21]=[CH:20][C:16]([C:17]([NH2:19])=[O:18])=[CH:15][N:14]=3)=[CH:22][CH:23]=2)[CH2:3]1)[CH2:25][CH2:26][CH2:27][CH2:28][CH3:29]. The yield is 0.300. (2) The reactants are [CH2:1]([O:5][C:6]1[CH:7]=[C:8]2[C:12](=[CH:13][C:14]=1[C:15]([CH3:18])([CH3:17])[CH3:16])[C:11](=[O:19])[CH:10]([CH3:20])[CH2:9]2)[CH:2]([CH3:4])[CH3:3].CC([O-])=O.[Na+].ClCCl.[Br:29]Br.[O-]S([O-])=O.[Na+].[Na+]. The catalyst is [I-].C([N+](CC)(CC)CC)C.O. The product is [Br:29][C:7]1[C:6]([O:5][CH2:1][CH:2]([CH3:4])[CH3:3])=[C:14]([C:15]([CH3:17])([CH3:16])[CH3:18])[CH:13]=[C:12]2[C:8]=1[CH2:9][CH:10]([CH3:20])[C:11]2=[O:19]. The yield is 0.980. (3) The reactants are Cl.[NH:2]1[CH:6]=CC(C(N)=N)=N1.[NH2:10][CH2:11][CH2:12][C:13]1[CH:19]=[CH:18][C:16]([NH2:17])=[CH:15][CH:14]=1.C([N:23](C(C)C)CC)(C)C.CO[C:31]([C:33]1[C:38]([NH2:39])=[N:37][C:36]([NH2:40])=[C:35]([Cl:41])[N:34]=1)=[O:32].[OH-].[Na+]. The catalyst is CN(C=O)C.CO.CCOCC. The product is [ClH:41].[NH2:17][C:16]1[CH:18]=[CH:19][C:13]([CH2:12][CH2:11][NH:10][C:6]([N:37]2[C:36]([NH2:40])=[C:35]([Cl:41])[N:34]=[C:33]([C:31]([NH2:23])=[O:32])[CH:38]2[NH2:39])=[NH:2])=[CH:14][CH:15]=1. The yield is 0.110. (4) The reactants are [Cl:1][C:2]1[CH:3]=[CH:4][CH:5]=[C:6]2[C:11]=1[N:10]=[C:9]([S:12][CH2:13][CH3:14])[C:8](C(O)=O)=[C:7]2[OH:18]. The catalyst is C1(OC2C=CC=CC=2)C=CC=CC=1. The product is [Cl:1][C:2]1[CH:3]=[CH:4][CH:5]=[C:6]2[C:11]=1[N:10]=[C:9]([S:12][CH2:13][CH3:14])[CH:8]=[C:7]2[OH:18]. The yield is 0.850.